This data is from Catalyst prediction with 721,799 reactions and 888 catalyst types from USPTO. The task is: Predict which catalyst facilitates the given reaction. (1) Reactant: [Cl:1][C:2]1[CH:7]=[CH:6][CH:5]=[C:4]([N+:8]([O-:10])=[O:9])[C:3]=1[CH3:11].C1C(=O)N([Br:19])C(=O)C1.C(OOC(=O)C1C=CC=CC=1)(=O)C1C=CC=CC=1. Product: [Br:19][CH2:11][C:3]1[C:4]([N+:8]([O-:10])=[O:9])=[CH:5][CH:6]=[CH:7][C:2]=1[Cl:1]. The catalyst class is: 53. (2) Reactant: [C@@H]1([N:10]2[C:19]3[N:18]=[CH:17][N:16]=[C:14]([OH:15])[C:13]=3[N:12]=[CH:11]2)O[C@H](CO)[C@@H](O)[C@H]1O.[CH2:20](Br)[C:21]1[CH:26]=[CH:25][CH:24]=[CH:23][CH:22]=1.C(OCC)(=O)C. Product: [CH2:20]([N:12]1[C:13]2[C:14](=[O:15])[NH:16][CH:17]=[N:18][C:19]=2[N:10]=[CH:11]1)[C:21]1[CH:26]=[CH:25][CH:24]=[CH:23][CH:22]=1. The catalyst class is: 16. (3) Reactant: [CH3:1][O:2][C:3]([C:5]1[C:10](=[O:11])[NH:9][C:8]2[S:12][CH:13]=[CH:14][C:7]=2[CH:6]=1)=[O:4].C1C=CC(N([S:22]([C:25]([F:28])([F:27])[F:26])(=[O:24])=[O:23])[S:22]([C:25]([F:28])([F:27])[F:26])(=[O:24])=[O:23])=CC=1.O. Product: [CH3:1][O:2][C:3]([C:5]1[CH:6]=[C:7]2[CH:14]=[CH:13][S:12][C:8]2=[N:9][C:10]=1[O:11][S:22]([C:25]([F:28])([F:27])[F:26])(=[O:24])=[O:23])=[O:4]. The catalyst class is: 119. (4) Reactant: [CH2:1]([CH:3]([CH2:6][CH2:7][CH2:8][CH3:9])[CH:4]=[O:5])[CH3:2].[OH:10][CH2:11][CH:12]([CH2:14][OH:15])[OH:13]. Product: [CH2:1]([CH:3]([CH2:6][CH2:7][CH2:8][CH3:9])[CH:4]=[O:5])[CH3:2].[OH:10][CH2:11][CH:12]([CH2:14][OH:15])[OH:13]. The catalyst class is: 45. (5) Product: [N+:30]([C:27]1[CH:28]=[C:13]2[C:14](=[CH:25][CH:26]=1)[C:15](=[O:16])[NH:17][CH2:18]2)([O-:32])=[O:31]. The catalyst class is: 53. Reactant: CC(N=NC(C#N)(C)C)(C#N)C.[CH2:13]1[C:18](=O)[N:17](Br)[C:15](=[O:16])[CH2:14]1.COC(=O)C1C=[CH:28][C:27]([N+:30]([O-:32])=[O:31])=[CH:26][C:25]=1C.N.